From a dataset of Forward reaction prediction with 1.9M reactions from USPTO patents (1976-2016). Predict the product of the given reaction. Given the reactants [F:1][C:2]1[CH:3]=[C:4]([NH2:12])[C:5](=[CH:9][C:10]=1[F:11])[C:6]([OH:8])=O.O.OC1C2N=NNC=2C=CC=1.C(N(C(C)C)CC)(C)C.[F:33][C:34]1[CH:39]=[CH:38][C:37]([CH2:40][CH2:41][NH2:42])=[CH:36][CH:35]=1.CCN=C=NCCCN(C)C.C(N)(=O)C1C=CC=CC=1, predict the reaction product. The product is: [NH2:12][C:4]1[CH:3]=[C:2]([F:1])[C:10]([F:11])=[CH:9][C:5]=1[C:6]([NH:42][CH2:41][CH2:40][C:37]1[CH:38]=[CH:39][C:34]([F:33])=[CH:35][CH:36]=1)=[O:8].